This data is from Catalyst prediction with 721,799 reactions and 888 catalyst types from USPTO. The task is: Predict which catalyst facilitates the given reaction. Reactant: Cl.[C:2]1(=[O:13])[C:7]2([CH2:12][CH2:11][NH:10][CH2:9][CH2:8]2)[CH2:6][CH2:5][CH2:4][NH:3]1.C(N(CC)CC)C.[F:21][C:22]1[CH:23]=[C:24]([S:32](Cl)(=[O:34])=[O:33])[CH:25]=[C:26]([C:28]([F:31])([F:30])[F:29])[CH:27]=1. Product: [F:21][C:22]1[CH:23]=[C:24]([S:32]([N:10]2[CH2:11][CH2:12][C:7]3([C:2](=[O:13])[NH:3][CH2:4][CH2:5][CH2:6]3)[CH2:8][CH2:9]2)(=[O:33])=[O:34])[CH:25]=[C:26]([C:28]([F:30])([F:29])[F:31])[CH:27]=1. The catalyst class is: 4.